Dataset: Forward reaction prediction with 1.9M reactions from USPTO patents (1976-2016). Task: Predict the product of the given reaction. (1) Given the reactants [C:1]([O:11][C:12]([CH3:15])([CH3:14])[CH3:13])(=[O:10])[CH2:2][C:3]([O:5]C(C)(C)C)=O.[H-].[Na+].[C:18]([C:20]1([N:25]([C:31]2[CH:32]=[N:33][N:34]([CH2:36][C:37]([F:40])([F:39])[F:38])[CH:35]=2)[C:26](=[O:30])[CH:27]=[C:28]=[CH2:29])[CH2:24][CH2:23][O:22][CH2:21]1)#[N:19], predict the reaction product. The product is: [CH3:29][C:28]1[C:27]2[C:26](=[O:30])[N:25]([C:31]3[CH:32]=[N:33][N:34]([CH2:36][C:37]([F:40])([F:38])[F:39])[CH:35]=3)[C:20]3([CH2:24][CH2:23][O:22][CH2:21]3)[C:18]=2[NH:19][C:3](=[O:5])[C:2]=1[C:1]([O:11][C:12]([CH3:13])([CH3:14])[CH3:15])=[O:10]. (2) Given the reactants [CH2:1]([Mg]Br)[CH2:2][CH3:3].Cl[C:7]1[N:15]=[C:14]([C:16]([F:19])([F:18])[F:17])[N:13]=[C:12]2[C:8]=1[NH:9][CH:10]=[N:11]2.C1COCC1.O, predict the reaction product. The product is: [CH2:1]([C:7]1[N:15]=[C:14]([C:16]([F:19])([F:18])[F:17])[N:13]=[C:12]2[C:8]=1[NH:9][CH:10]=[N:11]2)[CH2:2][CH3:3]. (3) Given the reactants [CH3:1][C:2]1[S:6][C:5]([C:7]#[N:8])=[CH:4][CH:3]=1.[Br:9]N1C(=O)CCC1=O.N(C(C)(C)C#N)=NC(C)(C)C#N.S([O-])([O-])(=O)=S.[Na+].[Na+], predict the reaction product. The product is: [Br:9][CH2:1][C:2]1[S:6][C:5]([C:7]#[N:8])=[CH:4][CH:3]=1. (4) Given the reactants [C:1]([N:8]1[CH2:13][CH2:12][NH:11][CH2:10][CH2:9]1)([O:3][C:4]([CH3:7])([CH3:6])[CH3:5])=[O:2].C([O-])([O-])=O.[K+].[K+].[Cl:20][C:21]1[C:25](Cl)=[N:24][S:23][N:22]=1, predict the reaction product. The product is: [Cl:20][C:21]1[C:25]([N:11]2[CH2:10][CH2:9][N:8]([C:1]([O:3][C:4]([CH3:7])([CH3:6])[CH3:5])=[O:2])[CH2:13][CH2:12]2)=[N:24][S:23][N:22]=1. (5) Given the reactants [F:1][C:2]1[N:12]=[CH:11][C:10]2[C:9](=[O:13])[N:8]3[CH2:14][C@H:15]([C:18]([NH2:20])=O)[CH2:16][CH2:17][C@H:7]3[CH2:6][CH2:5][C:4]=2[CH:3]=1.ClC1N=C(Cl)N=C(Cl)N=1.O, predict the reaction product. The product is: [F:1][C:2]1[N:12]=[CH:11][C:10]2[C:9](=[O:13])[N:8]3[CH2:14][C@H:15]([C:18]#[N:20])[CH2:16][CH2:17][C@H:7]3[CH2:6][CH2:5][C:4]=2[CH:3]=1. (6) Given the reactants C([N:8]1[CH2:17][CH2:16][C:15]2[C:14]([Cl:18])=[N:13][C:12]([C:19]3[CH:20]=[N:21][C:22]([C:25]([F:28])([F:27])[F:26])=[CH:23][CH:24]=3)=[N:11][C:10]=2[CH2:9]1)C1C=CC=CC=1.[H][H].CCOCC, predict the reaction product. The product is: [ClH:18].[F:27][C:25]([F:26])([F:28])[C:22]1[N:21]=[CH:20][C:19]([C:12]2[N:13]=[CH:14][C:15]3[CH2:16][CH2:17][NH:8][CH2:9][C:10]=3[N:11]=2)=[CH:24][CH:23]=1.